Dataset: Experimentally validated miRNA-target interactions with 360,000+ pairs, plus equal number of negative samples. Task: Binary Classification. Given a miRNA mature sequence and a target amino acid sequence, predict their likelihood of interaction. (1) The miRNA is hsa-let-7b-5p with sequence UGAGGUAGUAGGUUGUGUGGUU. The protein sequence of the target gene is MVSKRRLSKSEDKESLTEDASKTRKQPLSKKTKKSHIANEVEENDSIFVKLLKISGIILKTGESQNQLAVDQIAFQKKLFQTLRRHPSYPKIIEEFVSGLESYIEDEDSFRNCLLSCERLQDEEASMGASYSKSLIKLLLGIDILQPAIIKTLFEKLPEYFFENKNSDEINIPRLIVSQLKWLDRVVDGKDLTTKIMQLISIAPENLQHDIITSLPEILGDSQHADVGKELSDLLIENTSLTVPILDVLSSLRLDPNFLLKVRQLVMDKLSSIRLEDLPVIIKFILHSVTAMDTLEVISE.... Result: 1 (interaction). (2) The miRNA is hsa-miR-6726-3p with sequence CUCGCCCUGUCUCCCGCUAG. The protein sequence of the target gene is MEGSGGGAGERAPLLGARRAAAAAAAAGAFAGRRAACGAVLLTELLERAAFYGITSNLVLFLNGAPFCWEGAQASEALLLFMGLTYLGSPFGGWLADARLGRARAILLSLALYLLGMLAFPLLAAPATRAALCGSARLLNCTAPGPDAAARCCSPATFAGLVLVGLGVATVKANITPFGADQVKDRGPEATRRFFNWFYWSINLGAILSLGGIAYIQQNVSFVTGYAIPTVCVGLAFVVFLCGQSVFITKPPDGSAFTDMFKILTYSCCSQKRSGERQSNGEGIGVFQQSSKQSLFDSCK.... Result: 0 (no interaction). (3) The miRNA is hsa-miR-519d-3p with sequence CAAAGUGCCUCCCUUUAGAGUG. The protein sequence of the target gene is MSRHEGVSCDACLKGNFRGRRYKCLICYDYDLCASCYESGATTTRHTTDHPMQCILTRVDFDLYYGGEAFSVEQPQSFTCPYCGKMGYTETSLQEHVTSEHAETSTEVICPICAALPGGDPNHVTDDFAAHLTLEHRAPRDLDESSGVRHVRRMFHPGRGLGGPRARRSNMHFTSSSTGGLSSSQSSYSPSNREAMDPIAELLSQLSGVRRSAGGQLNSSGPSASQLQQLQMQLQLERQHAQAARQQLETARNATRRTNTSSVTTTITQSTATTNIANTESSQQTLQNSQFLLTRLNDPK.... Result: 0 (no interaction). (4) The miRNA is hsa-miR-20b-5p with sequence CAAAGUGCUCAUAGUGCAGGUAG. The protein sequence of the target gene is MSEGESQTVLSSGSDPKVESSSSAPGLTSVSPPVTSTTSAASPEEEEESEDESEILEESPCGRWQKRREEVNQRNVPGIDSAYLAMDTEEGVEVVWNEVQFSERKNYKLQEEKVRAVFDNLIQLEHLNIVKFHKYWADIKENKARVIFITEYMSSGSLKQFLKKTKKNHKTMNEKAWKRWCTQILSALSYLHSCDPPIIHGNLTCDTIFIQHNGLIKIGSVAPDTINNHVKTCREEQKNLHFFAPEYGEVTNVTTAVDIYSFGMCALEMAVLEIQGNGESSYVPQEAISSAIQLLEDPLQ.... Result: 1 (interaction). (5) The miRNA is hsa-miR-7850-5p with sequence GUUUGGACAUAGUGUGGCUGG. The protein sequence of the target gene is MEVAVPVKQEAEGLALDSPWHRFRRFHLGDAPGPREALGLLRALCRDWLRPEVHTKEQMLELLVLEQFLSALPADTQAWVCSRQPQSGEEAVALLEELWGPAASPDGSSATRVPQDVTQGPGATGGKEDSGMIPLAGTAPGAEGPAPGDSQAVRPYKQEPSSPPLAPGLPAFLAAPGTTSCPECGKTSLKPAHLLRHRQSHSGEKPHACPECGKAFRRKEHLRRHRDTHPGSPGSPGPALRPLPAREKPHACCECGKTFYWREHLVRHRKTHSGARPFACWECGKGFGRREHVLRHQRIH.... Result: 0 (no interaction). (6) The miRNA is hsa-miR-548o-3p with sequence CCAAAACUGCAGUUACUUUUGC. The protein sequence of the target gene is MQSYKYDKAIVPESKNGGSPALNNNPRKGGSKRVLLICLDLFCLFMAALPFLIIETSTIKPYRRGFYCNDESIKYPLKVSETINDAVLCAVGIVIAILAIITGEFYRIYYLKEKSRSTTQNPYVAALYKQVGCFLFGCAISQSFTDIAKVSIGRLRPHFLSVCDPDFSQINCSEGYIQNYRCRGEDSKVQEARKSFFSGHASFSMFTMLYLVLYLQARFTWRGARLLRPLLQFTLLMMAFYTGLSRVSDYKHHPSDVLAGFAQGALVACCIVFFVSDLFKTKTSLSLPAPAIRREILSPV.... Result: 0 (no interaction). (7) The miRNA is hsa-miR-5197-5p with sequence CAAUGGCACAAACUCAUUCUUGA. The protein sequence of the target gene is MAGKGSSGRRPLLLGLLVAVATVHLVICPYTKVEESFNLQATHDLLYHWQDLEQYDHLEFPGVVPRTFLGPVVIAVFSSPAVYVLSLLEMSKFYSQLIVRGVLGLGVIFGLWTLQKEVRRHFGAMVATMFCWVTAMQFHLMFYCTRTLPNVLALPVVLLALAAWLRHEWARFIWLSAFAIIVFRVELCLFLGLLLLLALGNRKVSVVRALRHAVPAGILCLGLTVAVDSYFWRQLTWPEGKVLWYNTVLNKSSNWGTSPLLWYFYSALPRGLGCSLLFIPLGLVDRRTHAPTVLALGFMA.... Result: 0 (no interaction).